Predict the reactants needed to synthesize the given product. From a dataset of Full USPTO retrosynthesis dataset with 1.9M reactions from patents (1976-2016). (1) Given the product [CH3:32][NH:33][C:34]([C:36]1[C:41](=[O:42])[C:40]([C:43]2[CH:48]=[CH:47][CH:46]=[C:45]([CH:49]([F:51])[F:50])[CH:44]=2)=[C:39]([CH3:52])[N:38]([CH:53]([C:55]2[CH:60]=[CH:59][C:58]([C:1]#[N:2])=[CH:57][N:56]=2)[CH3:54])[CH:37]=1)=[O:35], predict the reactants needed to synthesize it. The reactants are: [CH3:1][NH:2]C(C1C(=O)C(C2C=CN=C(C(F)(F)F)C=2)=C(C)N(C(C2C=CC(Br)=CN=2)C)C=1)=O.[CH3:32][NH:33][C:34]([C:36]1[C:41](=[O:42])[C:40]([C:43]2[CH:48]=[CH:47][CH:46]=[C:45]([CH:49]([F:51])[F:50])[CH:44]=2)=[C:39]([CH3:52])[N:38]([CH:53]([C:55]2[CH:60]=[CH:59][C:58](Br)=[CH:57][N:56]=2)[CH3:54])[CH:37]=1)=[O:35]. (2) Given the product [F:7][C:8]1[CH:13]=[CH:12][C:11]([S:14]([N:17]2[C:18]3[CH:23]=[C:22]([N+:24]([O-:26])=[O:25])[CH:21]=[CH:20][C:19]=3[O:27][CH2:28][CH:29]2[CH2:31][OH:30])(=[O:16])=[O:15])=[CH:10][CH:9]=1, predict the reactants needed to synthesize it. The reactants are: C([O-])([O-])=O.[K+].[K+].[F:7][C:8]1[CH:13]=[CH:12][C:11]([S:14]([NH:17][C:18]2[CH:23]=[C:22]([N+:24]([O-:26])=[O:25])[CH:21]=[CH:20][C:19]=2[O:27][CH2:28][CH:29]2[CH2:31][O:30]2)(=[O:16])=[O:15])=[CH:10][CH:9]=1.